This data is from Forward reaction prediction with 1.9M reactions from USPTO patents (1976-2016). The task is: Predict the product of the given reaction. Given the reactants [CH3:1][N:2]([C:10]1[CH:15]=[CH:14][CH:13]=[CH:12][CH:11]=1)[C:3]([C:5]1[CH:9]=[CH:8][NH:7][N:6]=1)=[O:4].Cl[C:17]([O:19][CH2:20][C:21]1[CH:26]=[CH:25][CH:24]=[CH:23][C:22]=1[Cl:27])=[O:18], predict the reaction product. The product is: [Cl:27][C:22]1[CH:23]=[CH:24][CH:25]=[CH:26][C:21]=1[CH2:20][O:19][C:17]([N:7]1[CH:8]=[CH:9][C:5]([C:3](=[O:4])[N:2]([CH3:1])[C:10]2[CH:15]=[CH:14][CH:13]=[CH:12][CH:11]=2)=[N:6]1)=[O:18].